From a dataset of Peptide-MHC class II binding affinity with 134,281 pairs from IEDB. Regression. Given a peptide amino acid sequence and an MHC pseudo amino acid sequence, predict their binding affinity value. This is MHC class II binding data. (1) The MHC is DRB1_0802 with pseudo-sequence DRB1_0802. The peptide sequence is PPLYATGRLSQAQLMPSPPM. The binding affinity (normalized) is 0.466. (2) The peptide sequence is RAKDPPAGTRKIMKV. The MHC is HLA-DQA10102-DQB10501 with pseudo-sequence HLA-DQA10102-DQB10501. The binding affinity (normalized) is 0.630.